From a dataset of Full USPTO retrosynthesis dataset with 1.9M reactions from patents (1976-2016). Predict the reactants needed to synthesize the given product. Given the product [N:20]1([C:25]2[N:30]=[CH:29][C:28]([CH2:31][CH2:32][N:5]3[CH2:6][CH2:7][N:2]([CH2:8][CH2:9][C:10]4[CH:11]=[C:12]5[C:13](=[CH:18][CH:19]=4)[C:14](=[O:17])[O:15][CH2:16]5)[CH2:3][CH2:4]3)=[CH:27][CH:26]=2)[CH:24]=[N:23][N:22]=[N:21]1, predict the reactants needed to synthesize it. The reactants are: Cl.[N:2]1([CH2:8][CH2:9][C:10]2[CH:19]=[CH:18][C:13]3[C:14](=[O:17])[O:15][CH2:16][C:12]=3[CH:11]=2)[CH2:7][CH2:6][NH:5][CH2:4][CH2:3]1.[N:20]1([C:25]2[N:30]=[CH:29][C:28]([CH2:31][CH:32]=O)=[CH:27][CH:26]=2)[CH:24]=[N:23][N:22]=[N:21]1.